This data is from Reaction yield outcomes from USPTO patents with 853,638 reactions. The task is: Predict the reaction yield, written as a fraction of the theoretical maximum amount of product (1.0 means a 100% yield; for example, 0.34 means a 34% yield). (1) The reactants are Cl[C:2]1[N:3]=[CH:4][C:5]([C:8]([NH:10][C:11]2[NH:12][N:13]=[C:14]([CH2:16][CH2:17][C:18]3[CH:23]=[C:22]([O:24][CH3:25])[CH:21]=[C:20]([O:26][CH3:27])[CH:19]=3)[CH:15]=2)=[O:9])=[N:6][CH:7]=1.CN1[C@@H](C)CNC[C@H]1C.[CH3:37][C@H:38]1[CH2:43][NH:42][CH2:41][C@@H:40]([CH3:44])[N:39]1[CH2:45][C:46]#[N:47].C(N(C(C)C)C(C)C)C. The catalyst is CS(C)=O.CO. The product is [C:46]([CH2:45][N:39]1[C@@H:38]([CH3:37])[CH2:43][N:42]([C:2]2[N:3]=[CH:4][C:5]([C:8]([NH:10][C:11]3[NH:12][N:13]=[C:14]([CH2:16][CH2:17][C:18]4[CH:23]=[C:22]([O:24][CH3:25])[CH:21]=[C:20]([O:26][CH3:27])[CH:19]=4)[CH:15]=3)=[O:9])=[N:6][CH:7]=2)[CH2:41][C@H:40]1[CH3:44])#[N:47]. The yield is 0.220. (2) The reactants are [N:1]1[CH:6]=[CH:5][CH:4]=[C:3]([C:7]2([C:11]3[S:12][CH:13]=[C:14]([C:16](OCC)=[O:17])[N:15]=3)[CH2:10][CH2:9][CH2:8]2)[CH:2]=1.[Li+].[BH4-].CO. The catalyst is C1COCC1. The product is [N:1]1[CH:6]=[CH:5][CH:4]=[C:3]([C:7]2([C:11]3[S:12][CH:13]=[C:14]([CH2:16][OH:17])[N:15]=3)[CH2:10][CH2:9][CH2:8]2)[CH:2]=1. The yield is 0.349. (3) The reactants are [OH:1][CH2:2][CH:3]1[CH2:9][C:8]2[CH:10]=[C:11]3[O:16][CH2:15][O:14][C:12]3=[CH:13][C:7]=2[C:6]([C:17]2[CH:22]=[CH:21][C:20]([N+:23]([O-])=O)=[CH:19][CH:18]=2)=[N:5][N:4]1[C:26](=[O:29])[NH:27][CH3:28].O.NN. The catalyst is C(O)C.[Ni]. The product is [NH2:23][C:20]1[CH:21]=[CH:22][C:17]([C:6]2[C:7]3[CH:13]=[C:12]4[O:14][CH2:15][O:16][C:11]4=[CH:10][C:8]=3[CH2:9][CH:3]([CH2:2][OH:1])[N:4]([C:26](=[O:29])[NH:27][CH3:28])[N:5]=2)=[CH:18][CH:19]=1. The yield is 0.880. (4) The reactants are [NH2:1][CH:2]([C:7]1[CH:12]=[CH:11][CH:10]=[C:9]([I:13])[CH:8]=1)[CH2:3][C:4]([OH:6])=[O:5].S(Cl)(Cl)=O.[CH3:18]O. No catalyst specified. The product is [CH3:18][O:5][C:4](=[O:6])[CH2:3][CH:2]([NH2:1])[C:7]1[CH:12]=[CH:11][CH:10]=[C:9]([I:13])[CH:8]=1. The yield is 0.950. (5) The reactants are [Si:1]([O:18][CH2:19][C@H:20]1[O:24][C:23](=[O:25])[CH2:22][CH2:21]1)([C:14]([CH3:17])([CH3:16])[CH3:15])([C:8]1[CH:13]=[CH:12][CH:11]=[CH:10][CH:9]=1)[C:2]1[CH:7]=[CH:6][CH:5]=[CH:4][CH:3]=1.[CH3:26][CH2:27][Mg+].[Br-]. The catalyst is C1COCC1.CC(O[Ti](OC(C)C)(OC(C)C)OC(C)C)C. The product is [Si:1]([O:18][CH2:19][C@@H:20]([OH:24])[CH2:21][CH2:22][C:23]1([OH:25])[CH2:27][CH2:26]1)([C:14]([CH3:15])([CH3:17])[CH3:16])([C:2]1[CH:3]=[CH:4][CH:5]=[CH:6][CH:7]=1)[C:8]1[CH:9]=[CH:10][CH:11]=[CH:12][CH:13]=1. The yield is 0.920. (6) The reactants are C[Si](C)(C)CCOC[N:7]1[C:11]2[CH:12]=[CH:13][CH:14]=[CH:15][C:10]=2[N:9]=[C:8]1[CH:16]=O.[N:20]1[CH:25]=[CH:24][CH:23]=[CH:22][C:21]=1[CH2:26][NH:27][S:28]([C:31]1[CH:36]=[CH:35][CH:34]=[C:33]([CH2:37][NH:38][CH:39]2[C:48]3[N:47]=[CH:46][CH:45]=[CH:44][C:43]=3[CH2:42][CH2:41][CH2:40]2)[CH:32]=1)(=[O:30])=[O:29].C(O)(=O)C.C(O[BH-](OC(=O)C)OC(=O)C)(=O)C.[Na+]. The catalyst is C1COCC1. The product is [NH:9]1[C:10]2[CH:15]=[CH:14][CH:13]=[CH:12][C:11]=2[N:7]=[C:8]1[CH2:16][N:38]([CH2:37][C:33]1[CH:32]=[C:31]([S:28]([NH:27][CH2:26][C:21]2[CH:22]=[CH:23][CH:24]=[CH:25][N:20]=2)(=[O:29])=[O:30])[CH:36]=[CH:35][CH:34]=1)[CH:39]1[C:48]2[N:47]=[CH:46][CH:45]=[CH:44][C:43]=2[CH2:42][CH2:41][CH2:40]1. The yield is 0.380. (7) The reactants are CO[CH2:3][C:4]1[CH:5]=[C:6]([N:10]([CH2:18][C:19]2[CH:24]=[CH:23][CH:22]=[C:21]([O:25][C:26]([F:31])([F:30])[CH:27]([F:29])[F:28])[CH:20]=2)[CH2:11][CH:12]([OH:17])[C:13]([F:16])([F:15])[F:14])[CH:7]=[CH:8][CH:9]=1.B(Br)(Br)[Br:33].COC. The catalyst is ClCCl. The product is [Br:33][CH2:3][C:4]1[CH:5]=[C:6]([N:10]([CH2:18][C:19]2[CH:24]=[CH:23][CH:22]=[C:21]([O:25][C:26]([F:31])([F:30])[CH:27]([F:29])[F:28])[CH:20]=2)[CH2:11][CH:12]([OH:17])[C:13]([F:16])([F:15])[F:14])[CH:7]=[CH:8][CH:9]=1. The yield is 0.590. (8) The reactants are C[O:2][C:3]1[CH:8]=[CH:7][C:6]([N:9]2[CH2:14][CH2:13][N:12]([C:15]3[CH:20]=[CH:19][C:18]([N:21]4[C:25](=[O:26])[N:24]([CH2:27][CH2:28][CH2:29][CH2:30][CH2:31][CH2:32][C:33]5[CH:38]=[CH:37][CH:36]=[CH:35][CH:34]=5)[N:23]=[CH:22]4)=[CH:17][CH:16]=3)[CH2:11][CH2:10]2)=[CH:5][CH:4]=1. The catalyst is Br. The product is [OH:2][C:3]1[CH:8]=[CH:7][C:6]([N:9]2[CH2:10][CH2:11][N:12]([C:15]3[CH:16]=[CH:17][C:18]([N:21]4[C:25](=[O:26])[N:24]([CH2:27][CH2:28][CH2:29][CH2:30][CH2:31][CH2:32][C:33]5[CH:34]=[CH:35][CH:36]=[CH:37][CH:38]=5)[N:23]=[CH:22]4)=[CH:19][CH:20]=3)[CH2:13][CH2:14]2)=[CH:5][CH:4]=1. The yield is 0.730. (9) The reactants are ClC1C=C(Cl)C=C(Cl)C=1[O:10][C:11](=O)[CH2:12][C:13](OC1C(Cl)=CC(Cl)=CC=1Cl)=[O:14].[NH2:26]/[C:27](/[CH3:34])=[CH:28]\[C:29]([O:31][CH2:32][CH3:33])=[O:30]. The catalyst is BrC1C=CC=CC=1.CCOC(C)=O. The product is [CH2:32]([O:31][C:29](=[O:30])[C:28]1[C:11]([OH:10])=[CH:12][C:13]([OH:14])=[N:26][C:27]=1[CH3:34])[CH3:33]. The yield is 0.860.